From a dataset of Peptide-MHC class I binding affinity with 185,985 pairs from IEDB/IMGT. Regression. Given a peptide amino acid sequence and an MHC pseudo amino acid sequence, predict their binding affinity value. This is MHC class I binding data. (1) The peptide sequence is VPAQNAIST. The MHC is HLA-B18:01 with pseudo-sequence HLA-B18:01. The binding affinity (normalized) is 0.0847. (2) The peptide sequence is GPRQWRWPL. The MHC is HLA-B07:02 with pseudo-sequence HLA-B07:02. The binding affinity (normalized) is 0.751. (3) The peptide sequence is GMSPSYVKY. The MHC is Mamu-B52 with pseudo-sequence Mamu-B52. The binding affinity (normalized) is 0.268. (4) The peptide sequence is QLWTALISL. The MHC is HLA-A02:01 with pseudo-sequence HLA-A02:01. The binding affinity (normalized) is 0.966. (5) The peptide sequence is KCRVKMEKL. The MHC is HLA-B40:01 with pseudo-sequence HLA-B40:01. The binding affinity (normalized) is 0.0847. (6) The binding affinity (normalized) is 0.943. The MHC is HLA-A11:01 with pseudo-sequence HLA-A11:01. The peptide sequence is RMYWGVNPK. (7) The peptide sequence is LNPKRLHL. The MHC is Mamu-A01 with pseudo-sequence Mamu-A01. The binding affinity (normalized) is 0. (8) The peptide sequence is ISVQPLWEW. The MHC is HLA-B40:01 with pseudo-sequence HLA-B40:01. The binding affinity (normalized) is 0.0847.